From a dataset of Ames mutagenicity test results for genotoxicity prediction. Regression/Classification. Given a drug SMILES string, predict its toxicity properties. Task type varies by dataset: regression for continuous values (e.g., LD50, hERG inhibition percentage) or binary classification for toxic/non-toxic outcomes (e.g., AMES mutagenicity, cardiotoxicity, hepatotoxicity). Dataset: ames. (1) The drug is O=C(c1ccccc1)C1OC1c1ccc([N+](=O)[O-])cc1. The result is 0 (non-mutagenic). (2) The molecule is COc1ccc(-c2noc(CC(=O)O)c2-c2ccc(OC)cc2)cc1. The result is 0 (non-mutagenic). (3) The drug is c1ccc2c(c1)cc1c3ccccc3c3cccc4ccc2c1c43. The result is 1 (mutagenic). (4) The molecule is Oc1ccccc1-c1ccccc1. The result is 0 (non-mutagenic). (5) The compound is Cc1nc2c(cc(C)c3ccc4ccc(O)cc4c32)[nH]1. The result is 1 (mutagenic). (6) The drug is CC(C)(C)OC(=O)NN=Cc1c[n+]([O-])c2ccccc2[n+]1[O-]. The result is 1 (mutagenic). (7) The drug is O=NN1CCCC(O)C1. The result is 1 (mutagenic). (8) The molecule is BrCc1cc2c3c(cccc3c1)-c1ccccc1-2. The result is 1 (mutagenic). (9) The drug is O=C(NC(CO)C(O)c1ccc([N+](=O)[O-])cc1)C(Cl)Cl. The result is 0 (non-mutagenic). (10) The molecule is COc1ccccc1NCSC. The result is 1 (mutagenic).